Dataset: Reaction yield outcomes from USPTO patents with 853,638 reactions. Task: Predict the reaction yield, written as a fraction of the theoretical maximum amount of product (1.0 means a 100% yield; for example, 0.34 means a 34% yield). (1) The reactants are [CH:1]1([C:5]2[C:13]([C:14]3[NH:18][C:17]([CH3:19])=[N:16][N:15]=3)=[CH:12][C:8]([C:9]([OH:11])=O)=[C:7]([CH3:20])[CH:6]=2)[CH2:4][CH2:3][CH2:2]1.Cl.[NH:22]1[CH2:27][CH2:26][CH:25]([C:28]2[CH:35]=[CH:34][C:31]([C:32]#[N:33])=[CH:30][CH:29]=2)[CH2:24][CH2:23]1.C(Cl)CCl.C1C=CC2N(O)N=NC=2C=1.CCN(C(C)C)C(C)C. The yield is 0.440. The product is [CH:1]1([C:5]2[C:13]([C:14]3[NH:18][C:17]([CH3:19])=[N:16][N:15]=3)=[CH:12][C:8]([C:9]([N:22]3[CH2:27][CH2:26][CH:25]([C:28]4[CH:35]=[CH:34][C:31]([C:32]#[N:33])=[CH:30][CH:29]=4)[CH2:24][CH2:23]3)=[O:11])=[C:7]([CH3:20])[CH:6]=2)[CH2:2][CH2:3][CH2:4]1. The catalyst is CN(C=O)C. (2) The product is [Cl:1][C:2]1[CH:7]=[CH:6][N:5]2[N:8]=[C:9]([C:16]3[CH:17]=[CH:18][C:19]([F:22])=[CH:20][CH:21]=3)[C:10]([C:11]3[CH:12]=[CH:13][N:36]=[C:34]([NH:33][C:27]4[CH:32]=[CH:31][CH:30]=[CH:29][CH:28]=4)[N:35]=3)=[C:4]2[CH:3]=1. The catalyst is CN1CCCC1=O. The yield is 0.360. The reactants are [Cl:1][C:2]1[CH:7]=[CH:6][N:5]2[N:8]=[C:9]([C:16]3[CH:21]=[CH:20][C:19]([F:22])=[CH:18][CH:17]=3)[C:10]([C:11](=O)[C:12]#[C:13]C)=[C:4]2[CH:3]=1.[N+]([O-])(O)=O.[C:27]1([NH:33][C:34]([NH2:36])=[NH:35])[CH:32]=[CH:31][CH:30]=[CH:29][CH:28]=1.C(=O)([O-])[O-].[K+].[K+]. (3) The reactants are [NH2:1][C:2]([CH3:6])([CH3:5])[CH2:3][OH:4].[CH2:7]([N:9]=[C:10]=[O:11])[CH3:8]. No catalyst specified. The product is [CH2:7]([NH:9][C:10]([NH:1][C:2]([CH3:6])([CH3:5])[CH2:3][OH:4])=[O:11])[CH3:8]. The yield is 0.940. (4) The reactants are [Cl:1][C:2]1[CH:7]=[CH:6][N:5]=[C:4]2[CH:8]=[CH:9][S:10][C:3]=12.[Li]CCCC.[CH2:16]([O:18][CH:19]([O:27][CH2:28][CH3:29])[CH2:20][N:21]1[CH:25]=[C:24](I)[N:23]=[CH:22]1)[CH3:17].CC(OC)(C)C. The catalyst is C1COCC1.[Cl-].[Cl-].[Zn+2]. The product is [Cl:1][C:2]1[CH:7]=[CH:6][N:5]=[C:4]2[CH:8]=[C:9]([C:24]3[N:23]=[CH:22][N:21]([CH2:20][CH:19]([O:27][CH2:28][CH3:29])[O:18][CH2:16][CH3:17])[CH:25]=3)[S:10][C:3]=12. The yield is 0.0900. (5) The reactants are [C:1]1([S:7]([N:10]2[C:14]([C:15]3[CH:20]=[CH:19][CH:18]=[CH:17][N:16]=3)=[CH:13][C:12]([CH:21]=[O:22])=[CH:11]2)(=[O:9])=[O:8])[CH:6]=[CH:5][CH:4]=[CH:3][CH:2]=1.C[OH:24].[CH3:25][NH2:26].[BH4-].[Na+].Cl.[C:30](=[O:33])([O-:32])O.[Na+]. The catalyst is CO. The product is [C:21]([OH:22])(=[O:24])[C:30]([OH:32])=[O:33].[CH3:25][NH:26][CH2:21][C:12]1[CH:13]=[C:14]([C:15]2[CH:20]=[CH:19][CH:18]=[CH:17][N:16]=2)[N:10]([S:7]([C:1]2[CH:6]=[CH:5][CH:4]=[CH:3][CH:2]=2)(=[O:9])=[O:8])[CH:11]=1. The yield is 0.450. (6) The reactants are [C:1]([NH:6][C:7]([NH2:9])=[S:8])(=[O:5])[CH:2]([CH3:4])[CH3:3].Br[CH2:11][C:12](=O)[C:13]([OH:15])=[O:14].[CH3:17][CH2:18]O. No catalyst specified. The product is [CH2:17]([O:15][C:13]([C:12]1[N:9]=[C:7]([NH:6][C:1](=[O:5])[CH:2]([CH3:4])[CH3:3])[S:8][CH:11]=1)=[O:14])[CH3:18]. The yield is 1.00. (7) The catalyst is C1COCC1. The reactants are [C:1]([C:3]1[CH:4]=[C:5]([N:9]=[C:10]=[O:11])[CH:6]=[CH:7][CH:8]=1)#[N:2].Cl.[NH2:13][CH2:14][C:15]1[CH:23]=[CH:22][CH:21]=[C:20]2[C:16]=1[CH2:17][N:18]([CH:25]1[CH2:30][CH2:29][C:28](=[O:31])[NH:27][C:26]1=[O:32])[C:19]2=[O:24].C(N(CC)CC)C. The product is [C:1]([C:3]1[CH:4]=[C:5]([NH:9][C:10]([NH:13][CH2:14][C:15]2[CH:23]=[CH:22][CH:21]=[C:20]3[C:16]=2[CH2:17][N:18]([CH:25]2[CH2:30][CH2:29][C:28](=[O:31])[NH:27][C:26]2=[O:32])[C:19]3=[O:24])=[O:11])[CH:6]=[CH:7][CH:8]=1)#[N:2]. The yield is 0.380.